From a dataset of Peptide-MHC class I binding affinity with 185,985 pairs from IEDB/IMGT. Regression. Given a peptide amino acid sequence and an MHC pseudo amino acid sequence, predict their binding affinity value. This is MHC class I binding data. (1) The peptide sequence is FRKANPDV. The MHC is Mamu-B03 with pseudo-sequence Mamu-B03. The binding affinity (normalized) is 0.261. (2) The peptide sequence is LVTMGTGTFGR. The MHC is HLA-A03:01 with pseudo-sequence HLA-A03:01. The binding affinity (normalized) is 0.0847. (3) The peptide sequence is RYEFTAPFI. The MHC is HLA-B57:01 with pseudo-sequence HLA-B57:01. The binding affinity (normalized) is 0.0847. (4) The peptide sequence is VIVENDNVI. The MHC is HLA-A02:01 with pseudo-sequence HLA-A02:01. The binding affinity (normalized) is 0.0619. (5) The peptide sequence is IYYLEKANK. The MHC is HLA-B15:01 with pseudo-sequence HLA-B15:01. The binding affinity (normalized) is 0.0847.